This data is from Reaction yield outcomes from USPTO patents with 853,638 reactions. The task is: Predict the reaction yield, written as a fraction of the theoretical maximum amount of product (1.0 means a 100% yield; for example, 0.34 means a 34% yield). The reactants are [Cl:1][C:2]1[CH:7]=[CH:6][C:5]([NH:8][C:9]([NH:11][CH:12]([C:17]([N:19]2[CH2:24][CH2:23][N:22]([N:25]3[CH2:29][C:28]4=[CH:30][N:31]=[C:32]([CH3:33])[N:27]4[C:26]3=[O:34])[CH2:21][CH2:20]2)=[O:18])[C:13]([OH:16])([CH3:15])[CH3:14])=[O:10])=[CH:4][CH:3]=1.ClC(Cl)(Cl)[C:37]([N:39]=C=O)=[O:38].CO.C(=O)([O-])[O-].[K+].[K+]. The catalyst is ClCCl.O. The product is [C:37](=[O:38])([O:16][C:13]([CH3:14])([CH3:15])[CH:12]([NH:11][C:9]([NH:8][C:5]1[CH:6]=[CH:7][C:2]([Cl:1])=[CH:3][CH:4]=1)=[O:10])[C:17]([N:19]1[CH2:24][CH2:23][N:22]([N:25]2[CH2:29][C:28]3=[CH:30][N:31]=[C:32]([CH3:33])[N:27]3[C:26]2=[O:34])[CH2:21][CH2:20]1)=[O:18])[NH2:39]. The yield is 0.620.